This data is from Forward reaction prediction with 1.9M reactions from USPTO patents (1976-2016). The task is: Predict the product of the given reaction. (1) The product is: [CH2:6]([C:30]1[CH:31]=[C:32]2[C:37](=[CH:38][CH:39]=1)[CH:36]=[C:35]([O:40][CH3:41])[CH:34]=[CH:33]2)[CH2:7][CH2:8][CH2:9][CH2:10][CH2:11][CH2:12][CH2:13][CH2:14][CH3:15]. Given the reactants C1COCC1.[CH2:6]([Mg]Br)[CH2:7][CH2:8][CH2:9][CH2:10][CH2:11][CH2:12][CH2:13][CH2:14][CH3:15].C(Br)CCCCCCCCC.Br[C:30]1[CH:31]=[C:32]2[C:37](=[CH:38][CH:39]=1)[CH:36]=[C:35]([O:40][CH3:41])[CH:34]=[CH:33]2, predict the reaction product. (2) Given the reactants [CH3:1][N:2]1[C:7](=[O:8])[CH:6]=[CH:5][C:4]([C:9](=O)[CH2:10][CH:11]([C:19]2[CH:24]=[CH:23][C:22]([C:25]3[CH:30]=[CH:29][C:28]([C:31]([OH:33])=[O:32])=[CH:27][CH:26]=3)=[CH:21][CH:20]=2)[C:12]2[CH:17]=[CH:16][CH:15]=[CH:14][C:13]=2[CH3:18])=[CH:3]1.Cl.[NH2:36][OH:37].C([O-])(O)=O.[Na+], predict the reaction product. The product is: [OH:37]/[N:36]=[C:9](/[C:4]1[CH:5]=[CH:6][C:7](=[O:8])[N:2]([CH3:1])[CH:3]=1)\[CH2:10][CH:11]([C:19]1[CH:20]=[CH:21][C:22]([C:25]2[CH:30]=[CH:29][C:28]([C:31]([OH:33])=[O:32])=[CH:27][CH:26]=2)=[CH:23][CH:24]=1)[C:12]1[CH:17]=[CH:16][CH:15]=[CH:14][C:13]=1[CH3:18].